Dataset: Forward reaction prediction with 1.9M reactions from USPTO patents (1976-2016). Task: Predict the product of the given reaction. Given the reactants [C:1]([C:3]1[CH:4]=[CH:5][C:6]([NH:9][CH2:10][CH2:11][N:12]2[CH2:16][CH2:15][CH2:14][CH2:13]2)=[N:7][CH:8]=1)#[CH:2].[CH2:17]([O:24][C:25]1[N:26]=[N:27][C:28](I)=[CH:29][CH:30]=1)[C:18]1[CH:23]=[CH:22][CH:21]=[CH:20][CH:19]=1, predict the reaction product. The product is: [CH2:17]([O:24][C:25]1[N:26]=[N:27][C:28]([C:2]#[C:1][C:3]2[CH:4]=[CH:5][C:6]([NH:9][CH2:10][CH2:11][N:12]3[CH2:16][CH2:15][CH2:14][CH2:13]3)=[N:7][CH:8]=2)=[CH:29][CH:30]=1)[C:18]1[CH:19]=[CH:20][CH:21]=[CH:22][CH:23]=1.